This data is from Reaction yield outcomes from USPTO patents with 853,638 reactions. The task is: Predict the reaction yield, written as a fraction of the theoretical maximum amount of product (1.0 means a 100% yield; for example, 0.34 means a 34% yield). (1) The reactants are C[O-].[Na+].Cl[C:5]1[C:10]([N+:11]([O-:13])=[O:12])=[CH:9][C:8]([CH3:14])=[C:7]([CH3:15])[N:6]=1.[CH2:16]([O:18]CC)C.O. The catalyst is CO. The product is [CH3:14][C:8]1[CH:9]=[C:10]([N+:11]([O-:13])=[O:12])[C:5]([O:18][CH3:16])=[N:6][C:7]=1[CH3:15]. The yield is 0.826. (2) The reactants are [O:1]=[C:2]1[NH:7][C:6]2[CH:8]=[C:9]([CH2:12][N:13]3[CH2:18][CH2:17][N:16]([C:19]4[CH:27]=[CH:26][C:22]([C:23](O)=[O:24])=[CH:21][N:20]=4)[CH2:15][CH2:14]3)[CH:10]=[N:11][C:5]=2[N:4]2[CH2:28][CH2:29][CH2:30][CH2:31][C@@H:3]12.[CH2:32]([N:34](C(C)C)C(C)C)[CH3:33].Cl.C(N)C. The catalyst is CN(C=O)C. The product is [CH2:32]([NH:34][C:23](=[O:24])[C:22]1[CH:26]=[CH:27][C:19]([N:16]2[CH2:15][CH2:14][N:13]([CH2:12][C:9]3[CH:10]=[N:11][C:5]4[N:4]5[CH2:28][CH2:29][CH2:30][CH2:31][C@H:3]5[C:2](=[O:1])[NH:7][C:6]=4[CH:8]=3)[CH2:18][CH2:17]2)=[N:20][CH:21]=1)[CH3:33]. The yield is 0.340. (3) The reactants are CCN(C(C)C)C(C)C.[NH2:10][C:11]1[CH:16]=[CH:15][CH:14]=[CH:13][C:12]=1[NH:17][C:18](=[O:24])[O:19][C:20]([CH3:23])([CH3:22])[CH3:21].[CH2:25]([O:27][P:28]([CH2:33][C:34](O)=[O:35])([O:30][CH2:31][CH3:32])=[O:29])[CH3:26].CN(C(ON1N=NC2C=CC=NC1=2)=[N+](C)C)C.F[P-](F)(F)(F)(F)F. The catalyst is C(Cl)Cl. The product is [CH2:31]([O:30][P:28]([CH2:33][C:34]([NH:10][C:11]1[CH:16]=[CH:15][CH:14]=[CH:13][C:12]=1[NH:17][C:18](=[O:24])[O:19][C:20]([CH3:21])([CH3:23])[CH3:22])=[O:35])([O:27][CH2:25][CH3:26])=[O:29])[CH3:32]. The yield is 0.760. (4) The reactants are [CH3:1][C:2]1[CH:7]=[C:6]([C:8]([C:10]2[S:14][C:13]([NH2:15])=[N:12][C:11]=2[C:16]2[O:17][CH:18]=[CH:19][CH:20]=2)=[O:9])[CH:5]=[CH:4][N:3]=1.[C:21](O)(=[O:28])[C:22]1[CH:27]=[CH:26][N:25]=[CH:24][CH:23]=1.CCN=C=NCCCN(C)C.Cl.O.ON1C2C=CC=CC=2N=N1. The catalyst is CN(C=O)C.O. The product is [O:17]1[CH:18]=[CH:19][CH:20]=[C:16]1[C:11]1[N:12]=[C:13]([NH:15][C:21]([C:22]2[CH:27]=[CH:26][N:25]=[CH:24][CH:23]=2)=[O:28])[S:14][C:10]=1[C:8]([C:6]1[CH:5]=[CH:4][N:3]=[C:2]([CH3:1])[CH:7]=1)=[O:9]. The yield is 0.380.